This data is from Full USPTO retrosynthesis dataset with 1.9M reactions from patents (1976-2016). The task is: Predict the reactants needed to synthesize the given product. (1) Given the product [OH:1][C@H:6]1[C@H:2]([CH2:20][CH:21]([CH3:23])[CH3:22])[CH2:3][N:4]([C:7]([O:9][CH2:10][C:11]2[CH:16]=[CH:15][CH:14]=[CH:13][CH:12]=2)=[O:8])[CH2:5]1, predict the reactants needed to synthesize it. The reactants are: [O:1]1[CH:6]2[CH:2]1[CH2:3][N:4]([C:7]([O:9][CH2:10][C:11]1[CH:16]=[CH:15][CH:14]=[CH:13][CH:12]=1)=[O:8])[CH2:5]2.S(C)C.[CH2:20]([Mg]Br)[CH:21]([CH3:23])[CH3:22]. (2) Given the product [Br:10][C:11]1[CH:16]=[CH:15][C:14]([C:1]#[N:2])=[N:13][C:12]=1[CH3:19], predict the reactants needed to synthesize it. The reactants are: [C-:1]#[N:2].[Na+].COS([O-])(=O)=O.[Br:10][C:11]1[C:12]([CH3:19])=[N+:13](OC)[CH:14]=[CH:15][CH:16]=1. (3) Given the product [F:10][C:11]1[CH:24]=[CH:23][CH:22]=[CH:21][C:12]=1[C@@H:13]([NH:14][S@:15]([C:17]([CH3:20])([CH3:19])[CH3:18])=[O:16])[CH2:1][CH:2]([CH3:4])[CH3:3], predict the reactants needed to synthesize it. The reactants are: [CH2:1]([Mg]Br)[CH:2]([CH3:4])[CH3:3].C[Zn]C.[F:10][C:11]1[CH:24]=[CH:23][CH:22]=[CH:21][C:12]=1/[CH:13]=[N:14]/[S@@:15]([C:17]([CH3:20])([CH3:19])[CH3:18])=[O:16]. (4) Given the product [CH:12]1([NH:18][C:19]([NH:8][CH2:7][C:6]2[CH:9]=[CH:10][CH:11]=[C:4]([N+:1]([O-:3])=[O:2])[CH:5]=2)=[O:20])[CH2:17][CH2:16][CH2:15][CH2:14][CH2:13]1, predict the reactants needed to synthesize it. The reactants are: [N+:1]([C:4]1[CH:5]=[C:6]([CH:9]=[CH:10][CH:11]=1)[CH2:7][NH2:8])([O-:3])=[O:2].[CH:12]1([N:18]=[C:19]=[O:20])[CH2:17][CH2:16][CH2:15][CH2:14][CH2:13]1. (5) Given the product [Br:22][CH2:21][CH2:20][CH2:19][CH2:18][CH2:17][CH2:16][O:15][CH2:11][CH2:12][C:13]#[C:14][C:2]1[CH:7]=[CH:6][CH:5]=[C:4]([N+:8]([O-:10])=[O:9])[CH:3]=1, predict the reactants needed to synthesize it. The reactants are: I[C:2]1[CH:7]=[CH:6][CH:5]=[C:4]([N+:8]([O-:10])=[O:9])[CH:3]=1.[CH2:11]([O:15][CH2:16][CH2:17][CH2:18][CH2:19][CH2:20][CH2:21][Br:22])[CH2:12][C:13]#[CH:14].